This data is from Catalyst prediction with 721,799 reactions and 888 catalyst types from USPTO. The task is: Predict which catalyst facilitates the given reaction. Reactant: COC1C=CC(P2(SP(C3C=CC(OC)=CC=3)(=S)S2)=[S:10])=CC=1.[F:23][C:24]([F:42])([F:41])[CH2:25][O:26][CH2:27][CH2:28][O:29][CH2:30][CH2:31][S:32][C:33]1[CH:38]=[CH:37][NH:36][C:35](=O)[C:34]=1[CH3:40]. Product: [F:23][C:24]([F:42])([F:41])[CH2:25][O:26][CH2:27][CH2:28][O:29][CH2:30][CH2:31][S:32][C:33]1[CH:38]=[CH:37][NH:36][C:35](=[S:10])[C:34]=1[CH3:40]. The catalyst class is: 11.